Dataset: Full USPTO retrosynthesis dataset with 1.9M reactions from patents (1976-2016). Task: Predict the reactants needed to synthesize the given product. (1) Given the product [Cl:33][C:16]1[C:17]([CH2:19][CH2:20][C:21]2[CH:26]=[CH:25][CH:24]=[CH:23][C:22]=2[C:27]2([C:30]([NH2:32])=[O:31])[CH2:29][CH2:28]2)=[N:18][C:13]([NH:9][C:7]2[CH:6]=[N:5][N:4]([CH2:3][C:2]([F:1])([F:10])[F:11])[CH:8]=2)=[N:14][CH:15]=1, predict the reactants needed to synthesize it. The reactants are: [F:1][C:2]([F:11])([F:10])[CH2:3][N:4]1[CH:8]=[C:7]([NH2:9])[CH:6]=[N:5]1.Cl[C:13]1[N:18]=[C:17]([CH2:19][CH2:20][C:21]2[CH:26]=[CH:25][CH:24]=[CH:23][C:22]=2[C:27]2([C:30]([NH2:32])=[O:31])[CH2:29][CH2:28]2)[C:16]([Cl:33])=[CH:15][N:14]=1.CC1C=CC(S(O)(=O)=O)=CC=1.O. (2) Given the product [Cl:10][C:4]1[CH:5]=[C:6]([CH:9]=[C:2]([N:21]2[CH2:22][CH2:23][N:18]([CH3:17])[CH2:19][CH2:20]2)[CH:3]=1)[C:7]#[N:8], predict the reactants needed to synthesize it. The reactants are: F[C:2]1[CH:3]=[C:4]([Cl:10])[CH:5]=[C:6]([CH:9]=1)[C:7]#[N:8].C([O-])([O-])=O.[K+].[K+].[CH3:17][N:18]1[CH2:23][CH2:22][NH:21][CH2:20][CH2:19]1.Cl. (3) Given the product [Cl:1][C:2]1[C:7]([F:8])=[CH:6][CH:5]=[C:4]([Cl:9])[C:3]=1[CH:10]([OH:13])[CH2:11][NH:24][CH2:23][C:20]1([C:19]([F:26])([F:25])[F:18])[CH2:22][CH2:21]1, predict the reactants needed to synthesize it. The reactants are: [Cl:1][C:2]1[C:7]([F:8])=[CH:6][CH:5]=[C:4]([Cl:9])[C:3]=1[CH:10]([O:13][Si](C)(C)C)[CH:11]=O.[F:18][C:19]([F:26])([F:25])[C:20]1([CH2:23][NH2:24])[CH2:22][CH2:21]1.CC(O)=O.[BH-](OC(C)=O)(OC(C)=O)OC(C)=O.[Na+].CCCC[N+](CCCC)(CCCC)CCCC.[F-]. (4) Given the product [OH:13][CH:8]([C:7]([CH3:15])([C:1]1[CH:2]=[CH:3][CH:4]=[CH:5][CH:6]=1)[CH3:14])[C:9]([O:11][CH3:12])=[O:10], predict the reactants needed to synthesize it. The reactants are: [C:1]1([C:7]([CH3:15])([CH3:14])[C:8](=[O:13])[C:9]([O:11][CH3:12])=[O:10])[CH:6]=[CH:5][CH:4]=[CH:3][CH:2]=1.[BH4-].[Na+]. (5) Given the product [Cl:1][C:2]1[CH:10]=[CH:9][C:8]([C:37]2[C:38]([C@@H:49]([NH:59][C:60](=[O:76])[CH2:61][N:62]3[C:66]4[C:67]([F:72])([F:71])[C@@H:68]5[CH2:70][C@@H:69]5[C:65]=4[C:64]([CH:73]([F:75])[F:74])=[N:63]3)[CH2:50][C:51]3[CH:52]=[C:53]([F:58])[CH:54]=[C:55]([F:57])[CH:56]=3)=[N:39][C:40]([C:43]#[C:44][C:45]([CH3:46])([CH3:48])[CH3:47])=[CH:41][CH:42]=2)=[C:7]2[C:3]=1[C:4]([NH:21][S:22]([CH3:25])(=[O:23])=[O:24])=[N:5][N:6]2[CH3:20], predict the reactants needed to synthesize it. The reactants are: [Cl:1][C:2]1[CH:10]=[CH:9][C:8](B2OC(C)(C)C(C)(C)O2)=[C:7]2[C:3]=1[C:4]([NH:21][S:22]([CH3:25])(=[O:24])=[O:23])=[N:5][N:6]2[CH3:20].NC1C2C(=C([C:37]3[C:38]([C@@H:49]([NH:59][C:60](=[O:76])[CH2:61][N:62]4[C:66]5[C:67]([F:72])([F:71])[C@@H:68]6[CH2:70][C@@H:69]6[C:65]=5[C:64]([CH:73]([F:75])[F:74])=[N:63]4)[CH2:50][C:51]4[CH:56]=[C:55]([F:57])[CH:54]=[C:53]([F:58])[CH:52]=4)=[N:39][C:40]([C:43]#[C:44][C:45]([CH3:48])([CH3:47])[CH3:46])=[CH:41][CH:42]=3)C=CC=2Cl)N(C)N=1. (6) Given the product [Br:39][C:40]1[N:45]=[C:44]([NH:46][C:47]([C@@H:49]2[CH2:53][C@@H:52]([F:54])[CH2:51][N:50]2[C:26](=[O:27])[CH2:25][N:6]2[C:7]3[C:12](=[CH:11][C:10]([C:13]4[CH:18]=[CH:17][C:16]([N:19]5[CH2:20][CH2:21][O:22][CH2:23][CH2:24]5)=[CH:15][CH:14]=4)=[CH:9][CH:8]=3)[C:4]([C:1]([NH2:2])=[O:3])=[N:5]2)=[O:48])[CH:43]=[CH:42][CH:41]=1, predict the reactants needed to synthesize it. The reactants are: [C:1]([C:4]1[C:12]2[C:7](=[CH:8][CH:9]=[C:10]([C:13]3[CH:18]=[CH:17][C:16]([N:19]4[CH2:24][CH2:23][O:22][CH2:21][CH2:20]4)=[CH:15][CH:14]=3)[CH:11]=2)[N:6]([CH2:25][C:26](O)=[O:27])[N:5]=1)(=[O:3])[NH2:2].CCN(C(C)C)C(C)C.Cl.[Br:39][C:40]1[N:45]=[C:44]([NH:46][C:47]([C@@H:49]2[CH2:53][C@@H:52]([F:54])[CH2:51][NH:50]2)=[O:48])[CH:43]=[CH:42][CH:41]=1.CN(C(ON1N=NC2C=CC=NC1=2)=[N+](C)C)C.F[P-](F)(F)(F)(F)F.